This data is from Full USPTO retrosynthesis dataset with 1.9M reactions from patents (1976-2016). The task is: Predict the reactants needed to synthesize the given product. (1) Given the product [F:1][B-:2]([F:5])([F:4])[F:3].[NH3+:12][CH2:13][CH2:14][C:15]1[CH:21]=[CH:20][C:18]([N+:19]#[N:24])=[CH:17][CH:16]=1.[F:1][B-:2]([F:5])([F:4])[F:3], predict the reactants needed to synthesize it. The reactants are: [F:1][B-:2]([F:5])([F:4])[F:3].[H+].CCOCC.[NH2:12][CH2:13][CH2:14][C:15]1[CH:21]=[CH:20][C:18]([NH2:19])=[CH:17][CH:16]=1.CC#[N:24]. (2) Given the product [F:32][C:31]1[C:30]([C:33]2[CH:38]=[CH:37][CH:36]=[CH:35][CH:34]=2)=[C:29]([CH3:39])[C:28]([C:40]#[N:41])=[C:26]2[C:25]=1[O:24][C:23]([N:15]1[CH2:16][CH2:17][N:12]([CH3:11])[C:13](=[O:18])[CH2:14]1)=[N:27]2, predict the reactants needed to synthesize it. The reactants are: C(N(C(C)C)CC)(C)C.Cl.[CH3:11][N:12]1[CH2:17][CH2:16][NH:15][CH2:14][C:13]1=[O:18].ClCCl.Cl[C:23]1[O:24][C:25]2[C:26](=[C:28]([C:40]#[N:41])[C:29]([CH3:39])=[C:30]([C:33]3[CH:38]=[CH:37][CH:36]=[CH:35][CH:34]=3)[C:31]=2[F:32])[N:27]=1. (3) Given the product [F:1][C:2]1[CH:7]=[CH:6][CH:5]=[C:4]([F:8])[C:3]=1[NH:9][C:10]([N:33]1[CH2:32][CH2:31][CH:30]([O:29][C:26]2[CH:27]=[CH:28][C:23]([NH:22][C:21]3[C:16]4[CH:15]=[C:14]([F:13])[N:38]=[CH:37][C:17]=4[N:18]=[CH:19][N:20]=3)=[CH:24][C:25]=2[CH3:36])[CH2:35][CH2:34]1)=[O:11], predict the reactants needed to synthesize it. The reactants are: [F:1][C:2]1[CH:7]=[CH:6][CH:5]=[C:4]([F:8])[C:3]=1[N:9]=[C:10]=[O:11].Cl.[F:13][C:14]1[N:38]=[CH:37][C:17]2[N:18]=[CH:19][N:20]=[C:21]([NH:22][C:23]3[CH:28]=[CH:27][C:26]([O:29][CH:30]4[CH2:35][CH2:34][NH:33][CH2:32][CH2:31]4)=[C:25]([CH3:36])[CH:24]=3)[C:16]=2[CH:15]=1.CCN(CC)CC. (4) Given the product [N+:1]([C:4]1[CH:11]=[CH:10][C:7]([CH2:8][C:20]2[CH:25]=[CH:24][C:23]([NH2:26])=[CH:22][CH:21]=2)=[CH:6][CH:5]=1)([O-:3])=[O:2], predict the reactants needed to synthesize it. The reactants are: [N+:1]([C:4]1[CH:11]=[CH:10][C:7]([CH2:8]Cl)=[CH:6][CH:5]=1)([O-:3])=[O:2].CC1(C)C(C)(C)OB([C:20]2[CH:25]=[CH:24][C:23]([NH2:26])=[CH:22][CH:21]=2)O1. (5) Given the product [NH2:23][C:24]1[CH:31]=[CH:30][C:29]([NH:32][C:2]2[N:11]=[C:10]([N:12]3[CH2:16][CH2:15][C@H:14]([NH:17][C:18](=[O:20])[CH3:19])[CH2:13]3)[C:9]3[C:4](=[C:5]([O:21][CH3:22])[CH:6]=[CH:7][CH:8]=3)[N:3]=2)=[CH:28][C:25]=1[C:26]#[N:27], predict the reactants needed to synthesize it. The reactants are: Cl[C:2]1[N:11]=[C:10]([N:12]2[CH2:16][CH2:15][C@H:14]([NH:17][C:18](=[O:20])[CH3:19])[CH2:13]2)[C:9]2[C:4](=[C:5]([O:21][CH3:22])[CH:6]=[CH:7][CH:8]=2)[N:3]=1.[NH2:23][C:24]1[CH:31]=[CH:30][C:29]([NH2:32])=[CH:28][C:25]=1[C:26]#[N:27].C(=O)(O)[O-].[Na+]. (6) Given the product [F:1][C:2]1[CH:11]=[C:10]2[C:5]([CH2:6][CH2:7][C:8](=[O:12])[N:9]2[CH3:13])=[CH:4][CH:3]=1, predict the reactants needed to synthesize it. The reactants are: [F:1][C:2]1[CH:11]=[C:10]2[C:5]([CH2:6][CH2:7][C:8](=[O:12])[NH:9]2)=[CH:4][CH:3]=1.[CH3:13]C(C)([O-])C.[K+].CI.Cl. (7) Given the product [Cl:9][CH2:10][CH2:11][O:8][C:5]1[CH:6]=[CH:7][C:2]([F:1])=[CH:3][CH:4]=1, predict the reactants needed to synthesize it. The reactants are: [F:1][C:2]1[CH:7]=[CH:6][C:5]([OH:8])=[CH:4][CH:3]=1.[Cl:9][CH2:10][CH2:11]Br.C(=O)([O-])[O-].[K+].[K+].